Dataset: Reaction yield outcomes from USPTO patents with 853,638 reactions. Task: Predict the reaction yield, written as a fraction of the theoretical maximum amount of product (1.0 means a 100% yield; for example, 0.34 means a 34% yield). (1) The reactants are [CH2:1]([O:8][C:9](=[O:23])[CH2:10][CH:11]([NH:15][C:16]([O:18][C:19]([CH3:22])([CH3:21])[CH3:20])=[O:17])[C:12](O)=[O:13])[C:2]1[CH:7]=[CH:6][CH:5]=[CH:4][CH:3]=1.C([N:26](CC)CC)C.ClC(OCC)=O.N. The catalyst is O1CCCC1. The product is [CH2:1]([O:8][C:9](=[O:23])[CH2:10][CH:11]([NH:15][C:16]([O:18][C:19]([CH3:22])([CH3:21])[CH3:20])=[O:17])[C:12]([NH2:26])=[O:13])[C:2]1[CH:7]=[CH:6][CH:5]=[CH:4][CH:3]=1. The yield is 0.710. (2) The yield is 0.830. The reactants are Cl[C:2]1[CH:11]=[CH:10][C:5]([C:6]([O:8][CH3:9])=[O:7])=[C:4]([CH3:12])[CH:3]=1.CN1C(=O)C[CH2:16][CH2:15]1.CC[Mg+].[Br-]. The catalyst is C1COCC1.CCOCC.C/C(/[O-])=C/C(C)=O.C/C(/[O-])=C/C(C)=O.C/C(/[O-])=C/C(C)=O.[Fe+3]. The product is [CH2:15]([C:2]1[CH:11]=[CH:10][C:5]([C:6]([O:8][CH3:9])=[O:7])=[C:4]([CH3:12])[CH:3]=1)[CH3:16]. (3) The product is [F:41][C:20]([F:19])([F:40])[CH2:21][NH:22][C@H:23]1[CH2:24][CH2:25][C@H:26]([N:29]2[C:30]3=[C:31]4[S:39][CH:38]=[CH:37][C:32]4=[N:33][CH:34]=[C:35]3[N:36]=[C:3]2[C@H:2]([OH:1])[CH3:6])[CH2:27][CH2:28]1. The yield is 0.100. The catalyst is O1CCCC1.C(O)C. The reactants are [OH:1][C@H:2]([CH3:6])[C:3](N)=O.F[B-](F)(F)F.C([O+](CC)CC)C.[F:19][C:20]([F:41])([F:40])[CH2:21][NH:22][C@H:23]1[CH2:28][CH2:27][C@H:26]([NH:29][C:30]2[C:35]([NH2:36])=[CH:34][N:33]=[C:32]3[CH:37]=[CH:38][S:39][C:31]=23)[CH2:25][CH2:24]1.